Dataset: Reaction yield outcomes from USPTO patents with 853,638 reactions. Task: Predict the reaction yield, written as a fraction of the theoretical maximum amount of product (1.0 means a 100% yield; for example, 0.34 means a 34% yield). (1) The reactants are FC(F)(F)C1C=C(NC(=O)NC2C=CC(C3SC(CCC(OC)=O)=NC=3)=CC=2)C=CC=1.[CH3:32][C:33]1[N:37]=[C:36]([CH2:38][CH:39]2[CH2:44][CH2:43][CH:42]([C:45]3[S:46][C:47]([C:50]4[CH:56]=[CH:55][C:53]([NH2:54])=[CH:52][CH:51]=4)=[CH:48][N:49]=3)[CH2:41][CH2:40]2)[O:35][N:34]=1.[F:57][C:58]1[CH:63]=[C:62]([F:64])[CH:61]=[CH:60][C:59]=1[N:65]=[C:66]=[O:67]. No catalyst specified. The product is [F:57][C:58]1[CH:63]=[C:62]([F:64])[CH:61]=[CH:60][C:59]=1[NH:65][C:66]([NH:54][C:53]1[CH:52]=[CH:51][C:50]([C:47]2[S:46][C:45]([CH:42]3[CH2:43][CH2:44][CH:39]([CH2:38][C:36]4[O:35][N:34]=[C:33]([CH3:32])[N:37]=4)[CH2:40][CH2:41]3)=[N:49][CH:48]=2)=[CH:56][CH:55]=1)=[O:67]. The yield is 0.880. (2) The reactants are [Cl:1][C:2]1[CH:10]=[C:6]([C:7]([OH:9])=O)[C:5]([OH:11])=[CH:4][CH:3]=1.[NH2:12][C:13]1[S:14][CH:15]=[C:16]([C:18]2[CH:23]=[CH:22][C:21]([C:24]([F:27])([F:26])[F:25])=[CH:20][CH:19]=2)[N:17]=1. No catalyst specified. The product is [Cl:1][C:2]1[CH:3]=[CH:4][C:5]([OH:11])=[C:6]([CH:10]=1)[C:7]([NH:12][C:13]1[S:14][CH:15]=[C:16]([C:18]2[CH:19]=[CH:20][C:21]([C:24]([F:27])([F:25])[F:26])=[CH:22][CH:23]=2)[N:17]=1)=[O:9]. The yield is 0.160. (3) The product is [OH:52][C:37]([C:19]1[N:25]=[CH:26][C:27]([C:2]2[N:7]=[C:6]3[N:8]([CH2:13][CH2:14][O:15][CH3:16])[C:9](=[O:12])[CH2:10][NH:11][C:5]3=[N:4][CH:3]=2)=[CH:32][CH:18]=1)([CH3:39])[CH3:38]. The reactants are Br[C:2]1[N:7]=[C:6]2[N:8]([CH2:13][CH2:14][O:15][CH3:16])[C:9](=[O:12])[CH2:10][NH:11][C:5]2=[N:4][CH:3]=1.Br[C:18]1[C:19]([NH:25][CH2:26][C:27](OCC)=O)=NC=C(Br)N=1.[CH3:32]OCCN.[CH:37](N(C(C)C)CC)([CH3:39])[CH3:38].C(OCC)(=O)C.[OH2:52]. The yield is 0.270. The catalyst is CS(C)=O.C(O)(=O)C. (4) The reactants are [F:1][C:2]([F:15])([F:14])[S:3]([N-:6][S:7]([C:10]([F:13])([F:12])[F:11])(=[O:9])=[O:8])(=[O:5])=[O:4].[OH:16][CH2:17][CH2:18][N+:19]1[CH:23]=[CH:22][N:21]([CH3:24])[C:20]=1[CH3:25].[CH3:26][Si:27]([CH3:34])([CH3:33])N[Si:27]([CH3:34])([CH3:33])[CH3:26].N. No catalyst specified. The product is [F:13][C:10]([F:11])([F:12])[S:7]([N-:6][S:3]([C:2]([F:1])([F:14])[F:15])(=[O:4])=[O:5])(=[O:8])=[O:9].[CH3:26][Si:27]([CH3:34])([CH3:33])[O:16][CH2:17][CH2:18][N+:19]1[CH:23]=[CH:22][N:21]([CH3:24])[C:20]=1[CH3:25]. The yield is 1.00. (5) The reactants are [CH:1]1([CH2:4][N:5]2[CH2:30][CH2:29][C@:12]34[C:13]5[C:14]6[O:28][C@H:11]3[C@H:10]([OH:31])[CH2:9][CH2:8][C@@:7]4([OH:32])[C@H:6]2[CH2:19][C:18]=5[CH:17]=[CH:16][C:15]=6[O:20][CH2:21][C:22]2[CH:27]=[CH:26][CH:25]=[CH:24][CH:23]=2)[CH2:3][CH2:2]1.[H-].[Na+].[CH3:35][O:36][C:37]1[CH:44]=[CH:43][C:40]([CH2:41]Br)=[CH:39][CH:38]=1.O. The catalyst is CN(C=O)C. The product is [CH:1]1([CH2:4][N:5]2[CH2:30][CH2:29][C@:12]34[C:13]5[C:14]6[O:28][C@H:11]3[C@H:10]([O:31][CH2:41][C:40]3[CH:43]=[CH:44][C:37]([O:36][CH3:35])=[CH:38][CH:39]=3)[CH2:9][CH2:8][C@@:7]4([OH:32])[C@H:6]2[CH2:19][C:18]=5[CH:17]=[CH:16][C:15]=6[O:20][CH2:21][C:22]2[CH:23]=[CH:24][CH:25]=[CH:26][CH:27]=2)[CH2:3][CH2:2]1. The yield is 0.910.